This data is from Reaction yield outcomes from USPTO patents with 853,638 reactions. The task is: Predict the reaction yield, written as a fraction of the theoretical maximum amount of product (1.0 means a 100% yield; for example, 0.34 means a 34% yield). (1) The yield is 0.940. The product is [N:33]1([C:30](=[O:32])[CH2:29][CH2:28][CH2:27][CH2:26][CH:23]2[CH2:22][CH2:21][N:20]([S:17]([C:11]3([C:9]([NH:8][O:7][CH:2]4[CH2:3][CH2:4][CH2:5][CH2:6][O:1]4)=[O:10])[CH2:12][CH2:13][O:14][CH2:15][CH2:16]3)(=[O:19])=[O:18])[CH2:25][CH2:24]2)[C:41]2[C:36](=[CH:37][CH:38]=[CH:39][CH:40]=2)[CH2:35][CH2:34]1. The catalyst is ClCCl.C(OCC)(=O)C. The reactants are [O:1]1[CH2:6][CH2:5][CH2:4][CH2:3][CH:2]1[O:7][NH:8][C:9]([C:11]1([S:17]([N:20]2[CH2:25][CH2:24][CH:23]([CH2:26][CH2:27][CH2:28][CH2:29][C:30]([OH:32])=O)[CH2:22][CH2:21]2)(=[O:19])=[O:18])[CH2:16][CH2:15][O:14][CH2:13][CH2:12]1)=[O:10].[NH:33]1[C:41]2[C:36](=[CH:37][CH:38]=[CH:39][CH:40]=2)[CH2:35][CH2:34]1.C1C=CC2N(O)N=NC=2C=1.C(Cl)CCl. (2) The reactants are [CH3:1][O:2][C:3]1[CH:4]=[C:5]2[O:9][C:8]([C:10]3[CH:15]=[CH:14][CH:13]=[CH:12][CH:11]=3)=[N:7][C:6]2=[C:16]([C:18]([OH:20])=O)[CH:17]=1.Cl.C(N=C=NCCCN(C)C)C.ON1C2C=CC=CC=2N=N1.Cl.Cl.[NH2:45][C@H:46]1[CH:51]2[CH2:52][CH2:53][N:48]([CH2:49][CH2:50]2)[CH2:47]1.C(N(CC)CC)C. The catalyst is CN(C=O)C.ClCCl. The product is [N:48]12[CH2:53][CH2:52][CH:51]([CH2:50][CH2:49]1)[C@H:46]([NH:45][C:18]([C:16]1[CH:17]=[C:3]([O:2][CH3:1])[CH:4]=[C:5]3[O:9][C:8]([C:10]4[CH:11]=[CH:12][CH:13]=[CH:14][CH:15]=4)=[N:7][C:6]=13)=[O:20])[CH2:47]2. The yield is 0.760. (3) The reactants are Cl[C:2]1[N:10]=[CH:9][N:8]=[C:7]2[C:3]=1[N:4]=[CH:5][N:6]2[C@H:11]1[CH2:14][C@H:13]([NH:15][C:16]2[N:25]=[CH:24][C:23]3[C:18](=[CH:19][CH:20]=[CH:21][CH:22]=3)[N:17]=2)[CH2:12]1.[CH3:26][O:27][C:28]([C:30]1[CH:35]=[CH:34][C:33](B(O)O)=[CH:32][CH:31]=1)=[O:29].C(=O)([O-])[O-].[Cs+].[Cs+]. The catalyst is O1CCOCC1.O.C1C=CC([P]([Pd]([P](C2C=CC=CC=2)(C2C=CC=CC=2)C2C=CC=CC=2)([P](C2C=CC=CC=2)(C2C=CC=CC=2)C2C=CC=CC=2)[P](C2C=CC=CC=2)(C2C=CC=CC=2)C2C=CC=CC=2)(C2C=CC=CC=2)C2C=CC=CC=2)=CC=1. The product is [N:17]1[C:18]2[C:23](=[CH:22][CH:21]=[CH:20][CH:19]=2)[CH:24]=[N:25][C:16]=1[NH:15][C@H:13]1[CH2:14][C@H:11]([N:6]2[CH:5]=[N:4][C:3]3[C:7]2=[N:8][CH:9]=[N:10][C:2]=3[C:33]2[CH:34]=[CH:35][C:30]([C:28]([O:27][CH3:26])=[O:29])=[CH:31][CH:32]=2)[CH2:12]1. The yield is 0.376. (4) The reactants are [F:1][C:2]1[CH:29]=[C:28]([F:30])[CH:27]=[CH:26][C:3]=1[O:4][C:5]1[N:10]=[CH:9][C:8]([NH:11][S:12]([CH2:15][CH3:16])(=[O:14])=[O:13])=[CH:7][C:6]=1B1OC(C)(C)C(C)(C)O1.Br[C:32]1[C:33]2[CH:42]=[CH:41][O:40][C:34]=2[C:35](=[O:39])[N:36]([CH3:38])[CH:37]=1.[O-]P([O-])([O-])=O.[K+].[K+].[K+]. The catalyst is O1CCOCC1.O.C1C=CC(P(C2C=CC=CC=2)[C-]2C=CC=C2)=CC=1.C1C=CC(P(C2C=CC=CC=2)[C-]2C=CC=C2)=CC=1.Cl[Pd]Cl.[Fe+2]. The yield is 0.330. The product is [F:1][C:2]1[CH:29]=[C:28]([F:30])[CH:27]=[CH:26][C:3]=1[O:4][C:5]1[N:10]=[CH:9][C:8]([NH:11][S:12]([CH2:15][CH3:16])(=[O:13])=[O:14])=[CH:7][C:6]=1[C:32]1[C:33]2[CH:42]=[CH:41][O:40][C:34]=2[C:35](=[O:39])[N:36]([CH3:38])[CH:37]=1. (5) The reactants are [CH2:1]([O:3][C@@H:4]([CH2:10][C:11]1[CH:16]=[CH:15][C:14]([O:17][CH2:18][C:19]([C:21]2[CH:26]=[CH:25][CH:24]=[C:23]([O:27][CH3:28])[CH:22]=2)=[O:20])=[CH:13][CH:12]=1)[C:5]([O:7]CC)=[O:6])[CH3:2].[Li+].[OH-].O.Cl. The catalyst is CO. The product is [CH2:1]([O:3][C@@H:4]([CH2:10][C:11]1[CH:16]=[CH:15][C:14]([O:17][CH2:18][C:19]([C:21]2[CH:26]=[CH:25][CH:24]=[C:23]([O:27][CH3:28])[CH:22]=2)=[O:20])=[CH:13][CH:12]=1)[C:5]([OH:7])=[O:6])[CH3:2]. The yield is 0.600.